This data is from Reaction yield outcomes from USPTO patents with 853,638 reactions. The task is: Predict the reaction yield, written as a fraction of the theoretical maximum amount of product (1.0 means a 100% yield; for example, 0.34 means a 34% yield). (1) The yield is 0.480. The catalyst is CC(N(C)C)=O.O. The product is [C:15]([O:14][C:12]([N:19]1[CH2:24][CH2:23][N:22]([CH2:2][C:3](=[O:4])[NH:5][C:6]2[CH:11]=[CH:10][CH:9]=[CH:8][N:7]=2)[CH2:21][CH2:20]1)=[O:13])([CH3:18])([CH3:16])[CH3:17]. The reactants are Cl[CH2:2][C:3]([NH:5][C:6]1[CH:11]=[CH:10][CH:9]=[CH:8][N:7]=1)=[O:4].[C:12]([N:19]1[CH2:24][CH2:23][NH:22][CH2:21][CH2:20]1)([O:14][C:15]([CH3:18])([CH3:17])[CH3:16])=[O:13]. (2) The reactants are [CH3:1][O:2][C:3]1[CH:8]=[CH:7][C:6](B(O)O)=[CH:5][CH:4]=1.I[C:13]1[C:21]2[C:16](=[N:17][CH:18]=[N:19][C:20]=2[NH2:22])[N:15]([CH:23]([CH3:25])[CH3:24])[N:14]=1.C([O-])([O-])=O.[Na+].[Na+]. The catalyst is CCO.COCCOC.C1C=CC([P]([Pd]([P](C2C=CC=CC=2)(C2C=CC=CC=2)C2C=CC=CC=2)([P](C2C=CC=CC=2)(C2C=CC=CC=2)C2C=CC=CC=2)[P](C2C=CC=CC=2)(C2C=CC=CC=2)C2C=CC=CC=2)(C2C=CC=CC=2)C2C=CC=CC=2)=CC=1. The product is [CH:23]([N:15]1[C:16]2=[N:17][CH:18]=[N:19][C:20]([NH2:22])=[C:21]2[C:13]([C:6]2[CH:7]=[CH:8][C:3]([O:2][CH3:1])=[CH:4][CH:5]=2)=[N:14]1)([CH3:25])[CH3:24]. The yield is 0.160. (3) The reactants are [CH2:1]([N:3]1[CH:7]=[N:6][N:5]=[C:4]1[C:8]1[CH:13]=[CH:12][N:11]=[CH:10][CH:9]=1)[CH3:2].[CH2:14]=[O:15]. The catalyst is ClCCl. The yield is 0.100. The product is [NH3:3].[CH2:1]([N:3]1[C:4]([C:8]2[CH:13]=[CH:12][N:11]=[CH:10][CH:9]=2)=[N:5][N:6]=[C:7]1[CH2:14][OH:15])[CH3:2]. (4) The reactants are [F:1][C:2]1[CH:3]=[C:4]([CH:14]=[CH:15][CH:16]=1)[CH2:5][N:6]1[CH:11]=[CH:10][C:9]([OH:12])=[CH:8][C:7]1=[O:13].Br[CH2:18][CH2:19][C:20]1[CH:25]=[CH:24][CH:23]=[CH:22][CH:21]=1. The catalyst is C(#N)C.CCCCC. The product is [F:1][C:2]1[CH:3]=[C:4]([CH:14]=[CH:15][CH:16]=1)[CH2:5][N:6]1[CH:11]=[CH:10][C:9]([O:12][CH2:18][CH2:19][C:20]2[CH:25]=[CH:24][CH:23]=[CH:22][CH:21]=2)=[CH:8][C:7]1=[O:13]. The yield is 0.580.